This data is from Full USPTO retrosynthesis dataset with 1.9M reactions from patents (1976-2016). The task is: Predict the reactants needed to synthesize the given product. (1) Given the product [Cl:1][C:2]1[CH:3]=[CH:4][C:5]([S:8]([N:11]([CH3:19])[C@H:12]([CH2:17][OH:18])[C@@H:13]([CH3:16])[CH2:14][CH3:15])(=[O:9])=[O:10])=[CH:6][CH:7]=1, predict the reactants needed to synthesize it. The reactants are: [Cl:1][C:2]1[CH:7]=[CH:6][C:5]([S:8]([NH:11][C@H:12]([CH2:17][OH:18])[C@@H:13]([CH3:16])[CH2:14][CH3:15])(=[O:10])=[O:9])=[CH:4][CH:3]=1.[C:19](=O)([O-])[O-].[K+].[K+].IC. (2) The reactants are: [CH2:1]([Li])CCC.[Cl:6][C:7]1[CH:12]=[CH:11][C:10]([N:13]2[CH2:18][CH2:17][C:16](=O)[CH2:15][CH2:14]2)=[CH:9][CH:8]=1. Given the product [Cl:6][C:7]1[CH:12]=[CH:11][C:10]([N:13]2[CH2:18][CH2:17][C:16](=[CH2:1])[CH2:15][CH2:14]2)=[CH:9][CH:8]=1, predict the reactants needed to synthesize it.